Dataset: Reaction yield outcomes from USPTO patents with 853,638 reactions. Task: Predict the reaction yield, written as a fraction of the theoretical maximum amount of product (1.0 means a 100% yield; for example, 0.34 means a 34% yield). The reactants are [C:1](=[O:4])([O-])[O-].[Na+].[Na+].[I-].[Na+].Br[CH2:10][CH2:11][O:12][C:13]1[CH:18]=[CH:17][C:16]([C:19](=[O:21])[CH3:20])=[CH:15][CH:14]=1.[CH3:22][C:23](N(C)C)=[O:24]. No catalyst specified. The product is [OH:24][CH2:23][C:22]1[CH:18]=[C:13]([CH:14]=[C:15]([CH2:1][OH:4])[CH:16]=1)[O:12][CH2:10][CH2:11][O:12][C:13]1[CH:18]=[CH:17][C:16]([C:19](=[O:21])[CH3:20])=[CH:15][CH:14]=1. The yield is 0.860.